Dataset: Catalyst prediction with 721,799 reactions and 888 catalyst types from USPTO. Task: Predict which catalyst facilitates the given reaction. (1) Reactant: [N:1]([C:4]1[CH:12]=[C:11]([F:13])[CH:10]=[CH:9][C:5]=1[C:6](Cl)=[O:7])=[N+:2]=[N-:3].[Cl:14][C:15]1[CH:20]=[CH:19][C:18]([NH2:21])=[CH:17][CH:16]=1.C([O-])(O)=O.[Na+]. Product: [N:1]([C:4]1[CH:12]=[C:11]([F:13])[CH:10]=[CH:9][C:5]=1[C:6]([NH:21][C:18]1[CH:19]=[CH:20][C:15]([Cl:14])=[CH:16][CH:17]=1)=[O:7])=[N+:2]=[N-:3]. The catalyst class is: 2. (2) Reactant: [NH2:1][C:2]1[CH:11]=[C:10]2[C:5]([CH:6]=[CH:7][C:8]([S:12]([NH:15][C:16]3[CH:17]=[CH:18][C:19]([Cl:25])=[C:20]([CH:24]=3)[C:21]([OH:23])=[O:22])(=[O:14])=[O:13])=[CH:9]2)=[CH:4][CH:3]=1.Cl.[CH3:27]O. Product: [NH2:1][C:2]1[CH:11]=[C:10]2[C:5]([CH:6]=[CH:7][C:8]([S:12]([NH:15][C:16]3[CH:17]=[CH:18][C:19]([Cl:25])=[C:20]([CH:24]=3)[C:21]([O:23][CH3:27])=[O:22])(=[O:14])=[O:13])=[CH:9]2)=[CH:4][CH:3]=1. The catalyst class is: 12. (3) Reactant: O.[OH-].[Li+].C([O:6][C:7](=[O:58])[CH2:8][N:9]1[CH2:14][CH2:13][CH:12]([CH:15]2[CH2:20][CH2:19][N:18]([C:21](=[O:57])[C@H:22]([NH:36][C:37]([N:39]3[CH2:44][CH2:43][CH:42]([N:45]4[CH2:51][CH2:50][C:49]5[CH:52]=[CH:53][CH:54]=[CH:55][C:48]=5[NH:47][C:46]4=[O:56])[CH2:41][CH2:40]3)=[O:38])[CH2:23][C:24]3[CH:29]=[C:28]([C:30]([F:33])([F:32])[F:31])[C:27]([NH2:34])=[C:26]([Cl:35])[CH:25]=3)[CH2:17][CH2:16]2)[CH2:11][CH2:10]1)C.Cl. Product: [NH2:34][C:27]1[C:28]([C:30]([F:32])([F:31])[F:33])=[CH:29][C:24]([CH2:23][C@@H:22]([NH:36][C:37]([N:39]2[CH2:40][CH2:41][CH:42]([N:45]3[CH2:51][CH2:50][C:49]4[CH:52]=[CH:53][CH:54]=[CH:55][C:48]=4[NH:47][C:46]3=[O:56])[CH2:43][CH2:44]2)=[O:38])[C:21]([N:18]2[CH2:17][CH2:16][CH:15]([CH:12]3[CH2:13][CH2:14][N:9]([CH2:8][C:7]([OH:58])=[O:6])[CH2:10][CH2:11]3)[CH2:20][CH2:19]2)=[O:57])=[CH:25][C:26]=1[Cl:35]. The catalyst class is: 90. (4) Reactant: [Br:1][C:2]1[CH:19]=[CH:18][CH:17]=[CH:16][C:3]=1[CH2:4][N:5]1[C:13]2[C:8](=[CH:9][CH:10]=[CH:11][CH:12]=2)[C:7](=[O:14])[C:6]1=[O:15].[N+:20]([CH3:23])([O-:22])=[O:21]. Product: [Br:1][C:2]1[CH:19]=[CH:18][CH:17]=[CH:16][C:3]=1[CH2:4][N:5]1[C:13]2[C:8](=[CH:9][CH:10]=[CH:11][CH:12]=2)[C:7]([OH:14])([CH2:23][N+:20]([O-:22])=[O:21])[C:6]1=[O:15]. The catalyst class is: 6. (5) Reactant: Br[C:2]1[CH:3]=[C:4]([CH2:8][S:9]([NH2:12])(=[O:11])=[O:10])[CH:5]=[CH:6][CH:7]=1.[C:13]([C:16]1[S:17][C:18](B(O)O)=[CH:19][CH:20]=1)(=[O:15])[CH3:14].C(=O)([O-])[O-].[Na+].[Na+].COCCOC.CCO.O. Product: [C:13]([C:16]1[S:17][C:18]([C:2]2[CH:3]=[C:4]([CH2:8][S:9]([NH2:12])(=[O:11])=[O:10])[CH:5]=[CH:6][CH:7]=2)=[CH:19][CH:20]=1)(=[O:15])[CH3:14]. The catalyst class is: 13. (6) Reactant: C(N(CC)CC)C.FC(F)(F)S([O:13][Si:14]([C:17]([CH3:20])([CH3:19])[CH3:18])([CH3:16])[CH3:15])(=O)=O.[Br:23][C:24]1[C:25]([CH3:36])=[C:26]([CH3:35])[C:27]2[O:31][CH2:30][C:29](=O)[C:28]=2[C:33]=1[CH3:34].O.C(=O)(O)[O-].[Na+]. Product: [Br:23][C:24]1[C:25]([CH3:36])=[C:26]([CH3:35])[C:27]2[O:31][CH:30]=[C:29]([O:13][Si:14]([C:17]([CH3:20])([CH3:19])[CH3:18])([CH3:16])[CH3:15])[C:28]=2[C:33]=1[CH3:34]. The catalyst class is: 802.